From a dataset of Forward reaction prediction with 1.9M reactions from USPTO patents (1976-2016). Predict the product of the given reaction. (1) Given the reactants [C:1]([O:4][C:5]1[CH:6]=[C:7]2[C:12](=[CH:13][C:14]=1[O:15][CH3:16])[N:11]=[CH:10][NH:9][C:8]2=O)(=[O:3])[CH3:2].[Cl:18][C:19]1[CH:25]=[CH:24][C:22]([NH2:23])=[CH:21][CH:20]=1, predict the reaction product. The product is: [C:1]([O:4][C:5]1[CH:6]=[C:7]2[C:12](=[CH:13][C:14]=1[O:15][CH3:16])[N:11]=[CH:10][N:9]=[C:8]2[NH:23][C:22]1[CH:24]=[CH:25][C:19]([Cl:18])=[CH:20][CH:21]=1)(=[O:3])[CH3:2]. (2) Given the reactants Cl.[Cl:2][CH2:3][C:4]1[C:9]([CH3:10])=[C:8]([O:11][CH3:12])[C:7]([CH3:13])=[CH:6][N:5]=1.C(O)C.[C:17]1([P:23]([C:30]2[CH:35]=[CH:34][CH:33]=[CH:32][CH:31]=2)[C:24]2[CH:29]=[CH:28][CH:27]=[CH:26][CH:25]=2)[CH:22]=[CH:21][CH:20]=[CH:19][CH:18]=1, predict the reaction product. The product is: [Cl-:2].[CH3:12][O:11][C:8]1[C:7]([CH3:13])=[CH:6][N:5]=[C:4]([CH2:3][P+:23]([C:24]2[CH:25]=[CH:26][CH:27]=[CH:28][CH:29]=2)([C:30]2[CH:35]=[CH:34][CH:33]=[CH:32][CH:31]=2)[C:17]2[CH:18]=[CH:19][CH:20]=[CH:21][CH:22]=2)[C:9]=1[CH3:10]. (3) Given the reactants [N:1]1([C:7]2[C:8]3[N:22]=[N:21][N:20]([CH:23]4[CH2:28][CH2:27][NH:26][CH2:25][CH2:24]4)[C:9]=3[N:10]=[C:11]([C:13]3[CH:14]=[C:15]([OH:19])[CH:16]=[CH:17][CH:18]=3)[N:12]=2)[CH2:6][CH2:5][O:4][CH2:3][CH2:2]1.[F:29][C:30]1[CH:37]=[CH:36][C:33]([CH:34]=O)=[CH:32][CH:31]=1.[BH3-]C#N.[Na+], predict the reaction product. The product is: [F:29][C:30]1[CH:37]=[CH:36][C:33]([CH2:34][N:26]2[CH2:27][CH2:28][CH:23]([N:20]3[C:9]4[N:10]=[C:11]([C:13]5[CH:14]=[C:15]([OH:19])[CH:16]=[CH:17][CH:18]=5)[N:12]=[C:7]([N:1]5[CH2:6][CH2:5][O:4][CH2:3][CH2:2]5)[C:8]=4[N:22]=[N:21]3)[CH2:24][CH2:25]2)=[CH:32][CH:31]=1. (4) Given the reactants [CH3:1][C:2]1([C:11]([OH:13])=[O:12])[C:10]2[C:5](=[CH:6][CH:7]=[CH:8][CH:9]=2)[CH2:4][NH:3]1.C(N(CC)CC)C.[CH3:21][C:22]([O:25][C:26](O[C:26]([O:25][C:22]([CH3:24])([CH3:23])[CH3:21])=[O:27])=[O:27])([CH3:24])[CH3:23].[OH-].[Na+], predict the reaction product. The product is: [C:22]([O:25][C:26]([N:3]1[CH2:4][C:5]2[C:10](=[CH:9][CH:8]=[CH:7][CH:6]=2)[C:2]1([CH3:1])[C:11]([OH:13])=[O:12])=[O:27])([CH3:24])([CH3:23])[CH3:21].